This data is from Full USPTO retrosynthesis dataset with 1.9M reactions from patents (1976-2016). The task is: Predict the reactants needed to synthesize the given product. Given the product [F:1][C:2]1[CH:7]=[CH:6][CH:5]=[C:4]([O:12][CH3:15])[C:3]=1[N+:9]([O-:11])=[O:10], predict the reactants needed to synthesize it. The reactants are: [F:1][C:2]1[CH:7]=[CH:6][CH:5]=[C:4](F)[C:3]=1[N+:9]([O-:11])=[O:10].[OH-:12].[K+].O.[CH3:15]O.